This data is from Forward reaction prediction with 1.9M reactions from USPTO patents (1976-2016). The task is: Predict the product of the given reaction. Given the reactants [OH:1][C:2]1[C:7](=[O:8])[N:6]2[CH2:9][C:10](=[O:13])[N:11]([CH3:12])[C:5]2=[N:4][C:3]=1[C:14]([O:16]CC)=O.[Cl:19][C:20]1[CH:21]=[C:22]([CH:25]=[CH:26][C:27]=1[Cl:28])[CH2:23][NH2:24], predict the reaction product. The product is: [Cl:19][C:20]1[CH:21]=[C:22]([CH:25]=[CH:26][C:27]=1[Cl:28])[CH2:23][NH:24][C:14]([C:3]1[N:4]=[C:5]2[N:11]([CH3:12])[C:10](=[O:13])[CH2:9][N:6]2[C:7](=[O:8])[C:2]=1[OH:1])=[O:16].